From a dataset of Catalyst prediction with 721,799 reactions and 888 catalyst types from USPTO. Predict which catalyst facilitates the given reaction. Reactant: [Cl:1][C:2]1[CH:7]=[CH:6][C:5]([S:8](Cl)(=[O:10])=[O:9])=[CH:4][CH:3]=1.[F:12][CH:13]1[CH2:18][CH2:17][CH2:16][CH2:15][CH:14]1[NH:19][CH2:20][C:21]1[CH:30]=[CH:29][C:24]([C:25]([O:27][CH3:28])=[O:26])=[CH:23][CH:22]=1.C(N(CC)CC)C. Product: [Cl:1][C:2]1[CH:7]=[CH:6][C:5]([S:8]([N:19]([CH2:20][C:21]2[CH:22]=[CH:23][C:24]([C:25]([O:27][CH3:28])=[O:26])=[CH:29][CH:30]=2)[CH:14]2[CH2:15][CH2:16][CH2:17][CH2:18][CH:13]2[F:12])(=[O:10])=[O:9])=[CH:4][CH:3]=1. The catalyst class is: 4.